This data is from Peptide-MHC class II binding affinity with 134,281 pairs from IEDB. The task is: Regression. Given a peptide amino acid sequence and an MHC pseudo amino acid sequence, predict their binding affinity value. This is MHC class II binding data. (1) The peptide sequence is KTKFFTRRLAGTFTW. The MHC is DRB1_0101 with pseudo-sequence DRB1_0101. The binding affinity (normalized) is 0.623. (2) The peptide sequence is KVVNKNVERPMFRND. The MHC is DRB1_0101 with pseudo-sequence DRB1_0101. The binding affinity (normalized) is 0.114. (3) The peptide sequence is EEVDMTPADALDDFD. The MHC is HLA-DQA10301-DQB10302 with pseudo-sequence HLA-DQA10301-DQB10302. The binding affinity (normalized) is 0.566. (4) The peptide sequence is LTKRQDKLCGSLIGM. The MHC is DRB1_0801 with pseudo-sequence DRB1_0801. The binding affinity (normalized) is 0.257. (5) The binding affinity (normalized) is 0.0284. The peptide sequence is GGACGYKDVDKPPFS. The MHC is HLA-DQA10401-DQB10402 with pseudo-sequence HLA-DQA10401-DQB10402. (6) The peptide sequence is RCALHWFPGSHLLHV. The MHC is DRB5_0101 with pseudo-sequence DRB5_0101. The binding affinity (normalized) is 0.868. (7) The peptide sequence is GKARTAWVDSGAQLG. The MHC is HLA-DQA10501-DQB10201 with pseudo-sequence HLA-DQA10501-DQB10201. The binding affinity (normalized) is 0.115. (8) The peptide sequence is EIYEDVTFQQKVL. The MHC is DRB1_1501 with pseudo-sequence DRB1_1501. The binding affinity (normalized) is 0.0247. (9) The peptide sequence is MKTGRRGSANGKTLG. The MHC is HLA-DQA10501-DQB10302 with pseudo-sequence YNYHQRXFATVLHSLYFGLTYYAVRTETVHLETT. The binding affinity (normalized) is 0.200. (10) The peptide sequence is DVKFPGGGQIVGGVY. The MHC is HLA-DQA10401-DQB10402 with pseudo-sequence HLA-DQA10401-DQB10402. The binding affinity (normalized) is 0.176.